This data is from Catalyst prediction with 721,799 reactions and 888 catalyst types from USPTO. The task is: Predict which catalyst facilitates the given reaction. (1) Reactant: [Cl:1][C:2]1[N:10]=[CH:9][CH:8]=[CH:7][C:3]=1[C:4](O)=O.C(Cl)(=O)C([Cl:14])=O.CN(C)C=O. Product: [Cl:1][C:2]1[N:10]=[CH:9][CH:8]=[CH:7][C:3]=1[CH2:4][Cl:14]. The catalyst class is: 2. (2) Reactant: [CH2:1]([O:3][C:4]1[CH:9]=[CH:8][CH:7]=[CH:6][C:5]=1[OH:10])[CH3:2].[C:11]1(=O)[O:16][C:14](=[O:15])[C:13]2=[CH:17][CH:18]=[CH:19][CH:20]=[C:12]12. Product: [OH:10][C:5]1[CH:6]=[CH:7][C:8]([C:11]2([C:8]3[CH:7]=[CH:6][C:5]([OH:10])=[C:4]([O:3][CH2:1][CH3:2])[CH:9]=3)[C:12]3[C:13](=[CH:17][CH:18]=[CH:19][CH:20]=3)[C:14](=[O:15])[O:16]2)=[CH:9][C:4]=1[O:3][CH2:1][CH3:2]. The catalyst class is: 530. (3) Reactant: [C:1]([N:9]=[C:10]=[S:11])(=[O:8])[C:2]1[CH:7]=[CH:6][CH:5]=[CH:4][CH:3]=1.[NH2:12][CH2:13][CH2:14][CH2:15][Si:16]([O:21][CH3:22])([O:19][CH3:20])[O:17][CH3:18]. Product: [CH2:15]([Si:16]([O:21][CH3:22])([O:19][CH3:20])[O:17][CH3:18])[CH2:14][CH3:13].[C:1]([NH:9][C:10]([NH2:12])=[S:11])(=[O:8])[C:2]1[CH:7]=[CH:6][CH:5]=[CH:4][CH:3]=1. The catalyst class is: 4. (4) Reactant: SCCC[Si](OCC)(OCC)OCC.[N+:15]([C:18]1[CH:19]=[CH:20][C:21]([S:24][S:24][C:21]2[CH:20]=[CH:19][C:18]([N+:15]([O-:17])=[O:16])=[CH:23][N:22]=2)=[N:22][CH:23]=1)([O-:17])=[O:16].C(N(CC)CC)C. Product: [N+:15]([C:18]1[CH:19]=[CH:20][C:21](=[S:24])[NH:22][CH:23]=1)([O-:17])=[O:16]. The catalyst class is: 648. (5) Reactant: [CH3:1][O:2][C:3]1[N:4]=[CH:5][C:6]([CH:9]=O)=[N:7][CH:8]=1.[CH3:11][O:12][C:13]1[CH:14]=[C:15]([NH2:19])[CH:16]=[N:17][CH:18]=1. Product: [CH3:11][O:12][C:13]1[CH:14]=[C:15]([N:19]=[CH:9][C:6]2[CH:5]=[N:4][C:3]([O:2][CH3:1])=[CH:8][N:7]=2)[CH:16]=[N:17][CH:18]=1. The catalyst class is: 8. (6) Reactant: [C:1]([C:4]1[C:12]2[C:7](=[CH:8][C:9]([CH2:13][C:14]([OH:16])=[O:15])=[CH:10][CH:11]=2)[NH:6][CH:5]=1)(=[O:3])[CH3:2].[CH3:17][Si](C=[N+]=[N-])(C)C. Product: [CH3:17][O:15][C:14](=[O:16])[CH2:13][C:9]1[CH:8]=[C:7]2[C:12]([C:4]([C:1](=[O:3])[CH3:2])=[CH:5][NH:6]2)=[CH:11][CH:10]=1. The catalyst class is: 5. (7) Reactant: [NH2:1][C:2]1[N:7]=[C:6]2[N:8]([CH2:20][CH3:21])[C:9]([C:11]([N:13]([CH:17]3[CH2:19][CH2:18]3)[CH:14]3[CH2:16][CH2:15]3)=[O:12])=[CH:10][C:5]2=[C:4]2[N:22]([CH3:25])[CH:23]=[N:24][C:3]=12.[H-].[Na+].[F:28][C:29]1[CH:30]=[CH:31][C:32]2[S:36][C:35](S(C)=O)=[N:34][C:33]=2[CH:40]=1. Product: [CH:14]1([N:13]([CH:17]2[CH2:19][CH2:18]2)[C:11]([C:9]2[N:8]([CH2:20][CH3:21])[C:6]3=[N:7][C:2]([NH:1][C:35]4[S:36][C:32]5[CH:31]=[CH:30][C:29]([F:28])=[CH:40][C:33]=5[N:34]=4)=[C:3]4[N:24]=[CH:23][N:22]([CH3:25])[C:4]4=[C:5]3[CH:10]=2)=[O:12])[CH2:16][CH2:15]1. The catalyst class is: 39.